Dataset: Forward reaction prediction with 1.9M reactions from USPTO patents (1976-2016). Task: Predict the product of the given reaction. (1) Given the reactants C([O:3][C:4]([C:6]1[N:7]([C:13]2[CH:18]=[CH:17][C:16]([Br:19])=[CH:15][CH:14]=2)[N:8]=[N:9][C:10]=1[CH2:11][CH3:12])=[O:5])C.O.[OH-].[Li+], predict the reaction product. The product is: [Br:19][C:16]1[CH:17]=[CH:18][C:13]([N:7]2[C:6]([C:4]([OH:5])=[O:3])=[C:10]([CH2:11][CH3:12])[N:9]=[N:8]2)=[CH:14][CH:15]=1. (2) The product is: [NH2:1][C:4]1[CH:22]=[CH:21][C:7]2[N:8]([C:13](=[O:20])[CH2:14][N:15]3[CH2:16][CH2:17][CH2:18][CH2:19]3)[CH2:9][CH2:10][CH2:11][O:12][C:6]=2[CH:5]=1. Given the reactants [N+:1]([C:4]1[CH:22]=[CH:21][C:7]2[N:8]([C:13](=[O:20])[CH2:14][N:15]3[CH2:19][CH2:18][CH2:17][CH2:16]3)[CH2:9][CH2:10][CH2:11][O:12][C:6]=2[CH:5]=1)([O-])=O.O.NN, predict the reaction product. (3) Given the reactants [CH2:1]([C:3]1[C:8]([N+:9]([O-])=O)=[CH:7][N:6]=[C:5]([N:12]2[CH2:16][CH2:15][CH2:14][C:13]2=[O:17])[CH:4]=1)[CH3:2].O, predict the reaction product. The product is: [NH2:9][C:8]1[C:3]([CH2:1][CH3:2])=[CH:4][C:5]([N:12]2[CH2:16][CH2:15][CH2:14][C:13]2=[O:17])=[N:6][CH:7]=1. (4) Given the reactants [CH3:1][N:2]1[C:6]([CH:7]=O)=[CH:5][C:4]2[S:9][CH:10]=[CH:11][C:3]1=2.[C:12]12([NH2:22])[CH2:21][CH:16]3[CH2:17][CH:18]([CH2:20][CH:14]([CH2:15]3)[CH2:13]1)[CH2:19]2, predict the reaction product. The product is: [C:12]12([NH:22][CH2:7][C:6]3[N:2]([CH3:1])[C:3]4[CH:11]=[CH:10][S:9][C:4]=4[CH:5]=3)[CH2:19][CH:18]3[CH2:17][CH:16]([CH2:15][CH:14]([CH2:20]3)[CH2:13]1)[CH2:21]2. (5) The product is: [CH3:31][N:32]([CH3:33])[CH2:35][CH2:36][CH2:14][NH:16][C:10]([C:3]1[N:2]([CH3:1])[CH:6]=[C:5]([N+:7]([O-:9])=[O:8])[CH:4]=1)=[O:11]. Given the reactants [CH3:1][N:2]1[CH:6]=[C:5]([N+:7]([O-:9])=[O:8])[CH:4]=[C:3]1[C:10](Cl)=[O:11].C[CH:14]([NH:16]P(OC1C=CC(Cl)=CC=1Cl)(OC)=S)C.C[CH2:31][N:32]([CH2:35][CH3:36])[CH2:33]C, predict the reaction product. (6) Given the reactants [CH3:1][O:2][C:3](=[O:19])[C:4](=O)[CH:5](Cl)[C:6]1[CH:11]=[C:10]([C:12]([F:15])([F:14])[F:13])[CH:9]=[C:8]([F:16])[CH:7]=1.[CH:20]1([C:23](=[S:25])[NH2:24])CC1, predict the reaction product. The product is: [CH3:1][O:2][C:3]([C:4]1[N:24]=[C:23]([CH3:20])[S:25][C:5]=1[C:6]1[CH:11]=[C:10]([C:12]([F:15])([F:14])[F:13])[CH:9]=[C:8]([F:16])[CH:7]=1)=[O:19].